Dataset: Forward reaction prediction with 1.9M reactions from USPTO patents (1976-2016). Task: Predict the product of the given reaction. (1) Given the reactants [N+:1]([C:4]1[CH:5]=[CH:6][C:7]2[O:12][C@:11]([CH3:18])([CH:13]([O:16][CH3:17])[O:14][CH3:15])[C@@H:10]3[O:19][C@@H:9]3[C:8]=2[CH:20]=1)([O-:3])=[O:2].[Cl:21][C:22]1[CH:23]=[C:24]([NH:28][CH2:29][C:30]2[N:31]=[N:32][N:33]([CH3:35])[N:34]=2)[CH:25]=[CH:26][CH:27]=1, predict the reaction product. The product is: [N+:1]([C:4]1[CH:5]=[CH:6][C:7]2[O:12][C@:11]([CH3:18])([CH:13]([O:16][CH3:17])[O:14][CH3:15])[C@H:10]([OH:19])[C@@H:9]([N:28]([C:24]3[CH:25]=[CH:26][CH:27]=[C:22]([Cl:21])[CH:23]=3)[CH2:29][C:30]3[N:31]=[N:32][N:33]([CH3:35])[N:34]=3)[C:8]=2[CH:20]=1)([O-:3])=[O:2]. (2) Given the reactants [F:1][C:2]([F:13])([F:12])[C:3]1[CH:4]=[C:5]([CH:9]=[CH:10][CH:11]=1)[C:6]([NH2:8])=[O:7].[Cl:14][CH2:15][C:16](=O)[CH2:17]Cl, predict the reaction product. The product is: [Cl:14][CH2:15][C:16]1[N:8]=[C:6]([C:5]2[CH:9]=[CH:10][CH:11]=[C:3]([C:2]([F:12])([F:13])[F:1])[CH:4]=2)[O:7][CH:17]=1. (3) Given the reactants [NH2:1][C:2]1[CH:3]=[C:4]([CH:10]=[CH:11][CH:12]=1)[C:5]([O:7][CH2:8][CH3:9])=[O:6].[C:13]1(B(O)O)[CH:18]=[CH:17][CH:16]=[CH:15][CH:14]=1.N1C=CC=CC=1, predict the reaction product. The product is: [C:13]1([NH:1][C:2]2[CH:3]=[C:4]([CH:10]=[CH:11][CH:12]=2)[C:5]([O:7][CH2:8][CH3:9])=[O:6])[CH:18]=[CH:17][CH:16]=[CH:15][CH:14]=1.